From a dataset of Reaction yield outcomes from USPTO patents with 853,638 reactions. Predict the reaction yield, written as a fraction of the theoretical maximum amount of product (1.0 means a 100% yield; for example, 0.34 means a 34% yield). (1) The reactants are [NH2:1][C:2]1[CH:11]=[CH:10][C:5]([C:6]([O:8][CH3:9])=[O:7])=[C:4]([C:12]2[CH:17]=[CH:16][CH:15]=[C:14]([C:18]([O:20][C:21]([CH3:24])([CH3:23])[CH3:22])=[O:19])[CH:13]=2)[N:3]=1.[F:25][C:26]1([F:41])[O:30][C:29]2[CH:31]=[CH:32][C:33]([C:35]3([C:38](Cl)=[O:39])[CH2:37][CH2:36]3)=[CH:34][C:28]=2[O:27]1. The catalyst is N1C=CC=CC=1.C(Cl)Cl. The product is [C:21]([O:20][C:18]([C:14]1[CH:13]=[C:12]([C:4]2[N:3]=[C:2]([NH:1][C:38]([C:35]3([C:33]4[CH:32]=[CH:31][C:29]5[O:30][C:26]([F:41])([F:25])[O:27][C:28]=5[CH:34]=4)[CH2:37][CH2:36]3)=[O:39])[CH:11]=[CH:10][C:5]=2[C:6]([O:8][CH3:9])=[O:7])[CH:17]=[CH:16][CH:15]=1)=[O:19])([CH3:24])([CH3:23])[CH3:22]. The yield is 0.670. (2) The reactants are [CH3:1]C(C)([O-])C.[Na+].[CH2:7]([O:9][C:10](=[O:25])[CH2:11][C:12]1[N:22]=[C:21]([O:23][CH3:24])[CH:20]=[CH:19][C:13]=1[C:14]([O:16][CH2:17][CH3:18])=[O:15])[CH3:8].IC.C(O)(=O)C. The catalyst is O1CCCC1.O. The product is [CH2:7]([O:9][C:10](=[O:25])[CH:11]([C:12]1[N:22]=[C:21]([O:23][CH3:24])[CH:20]=[CH:19][C:13]=1[C:14]([O:16][CH2:17][CH3:18])=[O:15])[CH3:1])[CH3:8]. The yield is 0.960. (3) The reactants are [CH2:1]([O:8][C:9]1[C:13]([O:14][CH2:15][C:16]([O:18]C(C)(C)C)=[O:17])=[C:12]([C:23]([O:25][CH2:26][CH3:27])=[O:24])[N:11]([C:28]2[CH:33]=[CH:32][C:31]([O:34][CH3:35])=[CH:30][CH:29]=2)[C:10]=1[C:36]([O:38][CH2:39][CH3:40])=[O:37])[C:2]1[CH:7]=[CH:6][CH:5]=[CH:4][CH:3]=1.O1CCOCC1. The catalyst is Cl. The product is [CH2:1]([O:8][C:9]1[C:13]([O:14][CH2:15][C:16]([OH:18])=[O:17])=[C:12]([C:23]([O:25][CH2:26][CH3:27])=[O:24])[N:11]([C:28]2[CH:29]=[CH:30][C:31]([O:34][CH3:35])=[CH:32][CH:33]=2)[C:10]=1[C:36]([O:38][CH2:39][CH3:40])=[O:37])[C:2]1[CH:7]=[CH:6][CH:5]=[CH:4][CH:3]=1. The yield is 0.870. (4) The reactants are [F:1][CH:2]([F:11])[P:3]([O:8][CH2:9][CH3:10])(=[O:7])[O:4][CH2:5][CH3:6].[CH2:12](Br)[CH2:13][CH2:14][CH2:15][CH2:16][CH2:17][CH2:18][CH2:19][CH2:20][CH2:21][CH2:22][CH2:23][CH2:24][CH3:25]. The catalyst is C1COCC1. The product is [CH2:5]([O:4][P:3]([C:2]([F:1])([F:11])[CH2:25][CH2:24][CH2:23][CH2:22][CH2:21][CH2:20][CH2:19][CH2:18][CH2:17][CH2:16][CH2:15][CH2:14][CH2:13][CH3:12])(=[O:7])[O:8][CH2:9][CH3:10])[CH3:6]. The yield is 0.400. (5) The reactants are [CH2:1]1O[C:4]([N:8]2[CH2:15][CH:14]3[CH2:16][CH:10]([CH2:11][C:12](=[O:17])[CH2:13]3)[CH2:9]2)([O:5]CC)[O:3][CH2:2]1. The catalyst is OS(O)(=O)=O. The product is [O:17]=[C:12]1[CH2:11][CH:10]2[CH2:16][CH:14]([CH2:15][N:8]([C:4]([O:3][CH2:2][CH3:1])=[O:5])[CH2:9]2)[CH2:13]1. The yield is 0.881.